This data is from Catalyst prediction with 721,799 reactions and 888 catalyst types from USPTO. The task is: Predict which catalyst facilitates the given reaction. (1) Reactant: [C:1](=[O:14])([O:5][CH2:6][C:7]([O:9][C:10]([CH3:13])([CH3:12])[CH3:11])=[O:8])[O:2][CH2:3]Cl.[I-:15].[Na+]. Product: [C:1](=[O:14])([O:5][CH2:6][C:7]([O:9][C:10]([CH3:13])([CH3:12])[CH3:11])=[O:8])[O:2][CH2:3][I:15]. The catalyst class is: 10. (2) Reactant: C1C(=O)N([Br:8])C(=O)C1.[S:9]1[CH:13]=[CH:12][N:11]=[C:10]1[NH:14][C:15](=[O:21])[O:16][C:17]([CH3:20])([CH3:19])[CH3:18]. Product: [Br:8][C:13]1[S:9][C:10]([NH:14][C:15](=[O:21])[O:16][C:17]([CH3:18])([CH3:20])[CH3:19])=[N:11][CH:12]=1. The catalyst class is: 1. (3) Reactant: [F-].[Cs+].FC(F)(F)S(O[C:9]([C:11]1[CH:16]=[CH:15][CH:14]=[CH:13][C:12]=1[F:17])=[CH2:10])(=O)=O.[F:20][C:21]1[CH:22]=[C:23]([CH2:40][N:41]2[CH2:44][CH:43]([C:45]([O:47][CH3:48])=[O:46])[CH2:42]2)[CH:24]=[CH:25][C:26]=1[C:27]1[S:28][C:29]2[C:34]([N:35]=1)=[CH:33][CH:32]=[C:31]([Sn](C)(C)C)[N:30]=2. Product: [F:20][C:21]1[CH:22]=[C:23]([CH2:40][N:41]2[CH2:42][CH:43]([C:45]([O:47][CH3:48])=[O:46])[CH2:44]2)[CH:24]=[CH:25][C:26]=1[C:27]1[S:28][C:29]2[C:34]([N:35]=1)=[CH:33][CH:32]=[C:31]([C:9]([C:11]1[CH:16]=[CH:15][CH:14]=[CH:13][C:12]=1[F:17])=[CH2:10])[N:30]=2. The catalyst class is: 492. (4) Reactant: [H-].[Na+].[C:3]1([NH:9][C:10]([C:12]2[NH:13][CH:14]=[CH:15][N:16]=2)=[O:11])[CH:8]=[CH:7][CH:6]=[CH:5][CH:4]=1.C1(P(C2C=CC=CC=2)(=O)[NH2:24])C=CC=CC=1.S([O-])([O-])(=O)=S.[Na+].[Na+]. Product: [NH2:24][N:16]1[CH:15]=[CH:14][N:13]=[C:12]1[C:10]([NH:9][C:3]1[CH:4]=[CH:5][CH:6]=[CH:7][CH:8]=1)=[O:11]. The catalyst class is: 3.